Dataset: Full USPTO retrosynthesis dataset with 1.9M reactions from patents (1976-2016). Task: Predict the reactants needed to synthesize the given product. (1) The reactants are: Cl[C:2]1[N:7]=[C:6]([Cl:8])[C:5]([C:9]([F:12])([F:11])[F:10])=[CH:4][N:3]=1.C(OCC)C.[NH2:18][C:19]1[CH:24]=[CH:23][C:22]([N:25]2[CH2:30][CH2:29][N:28]([C:31]([O:33][C:34]([CH3:37])([CH3:36])[CH3:35])=[O:32])[CH2:27][CH2:26]2)=[CH:21][CH:20]=1.C(N(CC)CC)C. Given the product [Cl:8][C:6]1[C:5]([C:9]([F:12])([F:11])[F:10])=[CH:4][N:3]=[C:2]([NH:18][C:19]2[CH:24]=[CH:23][C:22]([N:25]3[CH2:30][CH2:29][N:28]([C:31]([O:33][C:34]([CH3:37])([CH3:36])[CH3:35])=[O:32])[CH2:27][CH2:26]3)=[CH:21][CH:20]=2)[N:7]=1, predict the reactants needed to synthesize it. (2) Given the product [Cl:1][C:2]1[N:3]=[N:4][C:5]([CH2:8][CH2:9][CH2:10][CH2:11][N:12]2[CH:16]=[CH:15][N:14]=[N:13]2)=[CH:6][CH:7]=1, predict the reactants needed to synthesize it. The reactants are: [Cl:1][C:2]1[N:3]=[N:4][C:5]([C:8]#[C:9][CH2:10][CH2:11][N:12]2[CH:16]=[CH:15][N:14]=[N:13]2)=[CH:6][CH:7]=1.C(O)C1C=CC=CC=1.CC(C)([O-])C.[Na+]. (3) The reactants are: [C:1]1([C@@H:7]([NH:9][C:10]2[CH2:15][CH2:14][O:13][CH2:12][C:11]=2[C:16]([O:18][CH2:19][CH3:20])=[O:17])[CH3:8])[CH:6]=[CH:5][CH:4]=[CH:3][CH:2]=1.CC(O)=O. Given the product [C:1]1([C@@H:7]([NH:9][C@H:10]2[CH2:15][CH2:14][O:13][CH2:12][C@H:11]2[C:16]([O:18][CH2:19][CH3:20])=[O:17])[CH3:8])[CH:6]=[CH:5][CH:4]=[CH:3][CH:2]=1, predict the reactants needed to synthesize it. (4) Given the product [Cl:36][C:5]1[CH:6]=[CH:7][C:2]([CH2:1][N:8]([C:9]2[CH:18]=[C:17]3[C:12]([CH2:13][CH2:14][NH:15][C:16]3=[O:19])=[CH:11][CH:10]=2)[S:32]([C:29]2[CH:30]=[CH:31][N:27]([CH3:26])[N:28]=2)(=[O:34])=[O:33])=[CH:3][CH:4]=1, predict the reactants needed to synthesize it. The reactants are: [CH2:1]([NH:8][C:9]1[CH:18]=[C:17]2[C:12]([CH2:13][CH2:14][NH:15][C:16]2=[O:19])=[CH:11][CH:10]=1)[C:2]1[CH:7]=[CH:6][CH:5]=[CH:4][CH:3]=1.N1C=CC=CC=1.[CH3:26][N:27]1[CH:31]=[CH:30][C:29]([S:32](Cl)(=[O:34])=[O:33])=[N:28]1.[Cl:36]CCl. (5) Given the product [Br:18][CH2:17][C:15]1[CH:14]=[CH:13][C:8]([C:9]([O:11][CH3:12])=[O:10])=[C:7]([O:6][CH2:5][CH2:4][CH2:3][O:2][CH3:1])[CH:16]=1, predict the reactants needed to synthesize it. The reactants are: [CH3:1][O:2][CH2:3][CH2:4][CH2:5][O:6][C:7]1[CH:16]=[C:15]([CH3:17])[CH:14]=[CH:13][C:8]=1[C:9]([O:11][CH3:12])=[O:10].[Br:18]N1C(=O)CCC1=O.N(C(C)(C)C#N)=NC(C)(C)C#N.C(OOC(=O)C1C=CC=CC=1)(=O)C1C=CC=CC=1.C1(=O)NC(=O)CC1. (6) Given the product [O:4]1[CH2:21][CH:3]1[CH:5]1[CH2:10][CH2:9][N:8]([C:11]([O:13][CH2:14][C:15]2[CH:16]=[CH:17][CH:18]=[CH:19][CH:20]=2)=[O:12])[CH2:7][CH2:6]1, predict the reactants needed to synthesize it. The reactants are: [H-].[Na+].[CH:3]([CH:5]1[CH2:10][CH2:9][N:8]([C:11]([O:13][CH2:14][C:15]2[CH:20]=[CH:19][CH:18]=[CH:17][CH:16]=2)=[O:12])[CH2:7][CH2:6]1)=[O:4].[CH3:21]S(C)=O. (7) Given the product [CH3:1][O:2][C:3]1[C:4]([C:20](=[O:25])[C:21]([F:24])([F:23])[F:22])=[C:5]2[C:9](=[C:10]([CH3:12])[CH:11]=1)[N:8]([C:13]([O:15][C:16]([CH3:19])([CH3:18])[CH3:17])=[O:14])[CH:7]=[CH:6]2, predict the reactants needed to synthesize it. The reactants are: [CH3:1][O:2][C:3]1[C:4]([CH:20]([OH:25])[C:21]([F:24])([F:23])[F:22])=[C:5]2[C:9](=[C:10]([CH3:12])[CH:11]=1)[N:8]([C:13]([O:15][C:16]([CH3:19])([CH3:18])[CH3:17])=[O:14])[CH:7]=[CH:6]2.CC(OI1(OC(C)=O)(OC(C)=O)OC(=O)C2C=CC=CC1=2)=O. (8) Given the product [Si:1]([O:8][C@@H:9]1[CH2:14][CH2:13][C@H:12]([N:15]2[CH2:19][CH2:18][C@H:17]([NH:22][C:23](=[O:32])[O:24][CH2:25][C:26]3[CH:31]=[CH:30][CH:29]=[CH:28][CH:27]=3)[C:16]2=[O:33])[C@H:11]([CH2:34][CH2:35][CH3:36])[CH2:10]1)([C:4]([CH3:7])([CH3:6])[CH3:5])([CH3:3])[CH3:2], predict the reactants needed to synthesize it. The reactants are: [Si:1]([O:8][C@@H:9]1[CH2:14][CH2:13][C@H:12]([NH:15][C:16](=[O:33])[C@@H:17]([NH:22][C:23](=[O:32])[O:24][CH2:25][C:26]2[CH:31]=[CH:30][CH:29]=[CH:28][CH:27]=2)[CH2:18][CH2:19]SC)[C@H:11]([CH2:34][CH2:35][CH3:36])[CH2:10]1)([C:4]([CH3:7])([CH3:6])[CH3:5])([CH3:3])[CH3:2].[H-].[Na+]. (9) Given the product [NH:10]1[C:18]2[C:13](=[N:14][CH:15]=[CH:16][C:17]=2[C:19]#[N:20])[CH:12]=[CH:11]1, predict the reactants needed to synthesize it. The reactants are: C1(S([N:10]2[C:18]3[C:13](=[N:14][CH:15]=[CH:16][C:17]=3[C:19]#[N:20])[CH:12]=[CH:11]2)(=O)=O)C=CC=CC=1.[OH-].[Na+].